This data is from Cav3 T-type calcium channel HTS with 100,875 compounds. The task is: Binary Classification. Given a drug SMILES string, predict its activity (active/inactive) in a high-throughput screening assay against a specified biological target. (1) The drug is O(c1cc2c(cc1)cccc2)CC(O\N=C(/N)Cc1c(OC)cccc1)=O. The result is 0 (inactive). (2) The drug is Clc1c(cc(OCCOc2c3ncccc3ccc2)cc1C)C. The result is 0 (inactive). (3) The drug is S(=O)(=O)(N1CCOCC1)c1cc(c(cc1)C)C(OCC(=O)N1C(C(=O)Nc2c1cccc2)(C)C)=O. The result is 0 (inactive). (4) The drug is O1C2(OCC1)CCN(CC2)CC(=O)Nc1c2c([nH]c1C(OCC)=O)ccc(OCC)c2. The result is 0 (inactive). (5) The drug is S1(=O)(=O)CC(N(CC(C)C)C(=O)COC(=O)CCN2C(=O)c3c(C2=O)cccc3)CC1. The result is 0 (inactive). (6) The molecule is Clc1cn2c(c(nc2cc1)c1ccccc1)/C=N\OCc1cc(F)ccc1. The result is 0 (inactive).